Dataset: NCI-60 drug combinations with 297,098 pairs across 59 cell lines. Task: Regression. Given two drug SMILES strings and cell line genomic features, predict the synergy score measuring deviation from expected non-interaction effect. Drug 1: C1=CC=C(C=C1)NC(=O)CCCCCCC(=O)NO. Drug 2: CC1C(C(CC(O1)OC2CC(CC3=C2C(=C4C(=C3O)C(=O)C5=C(C4=O)C(=CC=C5)OC)O)(C(=O)CO)O)N)O.Cl. Cell line: IGROV1. Synergy scores: CSS=42.0, Synergy_ZIP=-2.36, Synergy_Bliss=0.702, Synergy_Loewe=-3.57, Synergy_HSA=3.97.